This data is from Peptide-MHC class I binding affinity with 185,985 pairs from IEDB/IMGT. The task is: Regression. Given a peptide amino acid sequence and an MHC pseudo amino acid sequence, predict their binding affinity value. This is MHC class I binding data. (1) The peptide sequence is KYLPKNKEGL. The MHC is H-2-Kd with pseudo-sequence H-2-Kd. The binding affinity (normalized) is 0.149. (2) The binding affinity (normalized) is 0.0847. The MHC is HLA-A30:01 with pseudo-sequence HLA-A30:01. The peptide sequence is SHEQGDIAL. (3) The MHC is HLA-B18:01 with pseudo-sequence HLA-B18:01. The binding affinity (normalized) is 0.0137. The peptide sequence is CEKLEQSGL. (4) The peptide sequence is IEELRQHLL. The MHC is HLA-B07:02 with pseudo-sequence HLA-B07:02. The binding affinity (normalized) is 0. (5) The peptide sequence is VLFLQQSIF. The MHC is HLA-B15:03 with pseudo-sequence HLA-B15:03. The binding affinity (normalized) is 1.00. (6) The peptide sequence is TVLGLGLSLK. The MHC is HLA-A02:01 with pseudo-sequence HLA-A02:01. The binding affinity (normalized) is 0.